Dataset: Full USPTO retrosynthesis dataset with 1.9M reactions from patents (1976-2016). Task: Predict the reactants needed to synthesize the given product. (1) Given the product [CH2:5]([N:12]1[CH2:13][CH2:14][CH:15]([N:18]([CH:25]([CH3:26])[CH3:27])[C:19](=[O:24])[CH2:20][CH2:21][CH2:22][O:3][CH2:2][CH2:1][OH:4])[CH2:16][CH2:17]1)[C:6]1[CH:7]=[CH:8][CH:9]=[CH:10][CH:11]=1, predict the reactants needed to synthesize it. The reactants are: [CH2:1]([OH:4])[CH2:2][OH:3].[CH2:5]([N:12]1[CH2:17][CH2:16][CH:15]([N:18]([CH:25]([CH3:27])[CH3:26])[C:19](=[O:24])[CH2:20][CH2:21][CH2:22]Cl)[CH2:14][CH2:13]1)[C:6]1[CH:11]=[CH:10][CH:9]=[CH:8][CH:7]=1.C1(C)C=CC(S(O)(=O)=O)=CC=1. (2) Given the product [CH3:32][C:5]1[CH:4]=[CH:3][C:2]([NH:1][S:37]([CH2:33][CH2:34][CH2:35][CH3:36])(=[O:39])=[O:38])=[CH:7][C:6]=1[N:8]1[CH2:31][CH2:30][C:11]2[N:12]=[C:13]([NH:16][C:17]3[CH:22]=[CH:21][C:20]([N:23]4[CH2:24][CH2:25][N:26]([CH3:29])[CH2:27][CH2:28]4)=[CH:19][CH:18]=3)[N:14]=[CH:15][C:10]=2[CH2:9]1, predict the reactants needed to synthesize it. The reactants are: [NH2:1][C:2]1[CH:3]=[CH:4][C:5]([CH3:32])=[C:6]([N:8]2[CH2:31][CH2:30][C:11]3[N:12]=[C:13]([NH:16][C:17]4[CH:22]=[CH:21][C:20]([N:23]5[CH2:28][CH2:27][N:26]([CH3:29])[CH2:25][CH2:24]5)=[CH:19][CH:18]=4)[N:14]=[CH:15][C:10]=3[CH2:9]2)[CH:7]=1.[CH2:33]([S:37](Cl)(=[O:39])=[O:38])[CH2:34][CH2:35][CH3:36]. (3) Given the product [F:42][C:26]([F:25])([F:43])[C:27]1[CH:28]=[CH:29][C:30]([C:33]2[CH2:38][CH2:37][N:36]([C:39]([O:13][CH2:12][C:11]([OH:15])([CH3:14])[CH2:10][N:3]3[CH:4]=[C:5]([N+:7]([O-:9])=[O:8])[N:6]=[C:2]3[Cl:1])=[O:40])[CH2:35][CH:34]=2)=[CH:31][CH:32]=1, predict the reactants needed to synthesize it. The reactants are: [Cl:1][C:2]1[N:3]([CH2:10][C:11]([OH:15])([CH3:14])[CH2:12][OH:13])[CH:4]=[C:5]([N+:7]([O-:9])=[O:8])[N:6]=1.C(N(CC)C(C)C)(C)C.[F:25][C:26]([F:43])([F:42])[C:27]1[CH:32]=[CH:31][C:30]([C:33]2[CH2:34][CH2:35][N:36]([C:39](Cl)=[O:40])[CH2:37][CH:38]=2)=[CH:29][CH:28]=1. (4) Given the product [NH2:1][C:2]1[C:7]([C:8]2[N:17]([C:18]3[CH:23]=[CH:22][C:21]([C:24]4([NH:28][C:29](=[O:35])[O:30][C:31]([CH3:34])([CH3:33])[CH3:32])[CH2:27][CH2:26][CH2:25]4)=[CH:20][CH:19]=3)[C:11]3=[N:12][C:13]([C:55]4[CH:54]=[CH:53][CH:52]=[C:51]([N:47]5[CH2:48][CH2:49][O:50][C@H:45]([CH2:44][O:43][CH2:36][C:37]6[CH:42]=[CH:41][CH:40]=[CH:39][CH:38]=6)[CH2:46]5)[CH:56]=4)=[CH:14][CH:15]=[C:10]3[N:9]=2)=[CH:6][CH:5]=[CH:4][N:3]=1, predict the reactants needed to synthesize it. The reactants are: [NH2:1][C:2]1[C:7]([C:8]2[N:17]([C:18]3[CH:23]=[CH:22][C:21]([C:24]4([NH:28][C:29](=[O:35])[O:30][C:31]([CH3:34])([CH3:33])[CH3:32])[CH2:27][CH2:26][CH2:25]4)=[CH:20][CH:19]=3)[C:11]3=[N:12][C:13](Cl)=[CH:14][CH:15]=[C:10]3[N:9]=2)=[CH:6][CH:5]=[CH:4][N:3]=1.[CH2:36]([O:43][CH2:44][C@H:45]1[O:50][CH2:49][CH2:48][N:47]([C:51]2[CH:56]=[CH:55][CH:54]=[C:53](B3OC(C)(C)C(C)(C)O3)[CH:52]=2)[CH2:46]1)[C:37]1[CH:42]=[CH:41][CH:40]=[CH:39][CH:38]=1.[OH-].[Na+]. (5) Given the product [NH2:23][C@@H:20]1[CH2:21][CH2:22][N:18]([C:4]2[C:5]3[CH:10]=[C:9]([C:11]4[CH:16]=[CH:15][C:14]([F:17])=[CH:13][CH:12]=4)[S:8][C:6]=3[N:7]=[C:2]([NH2:1])[N:3]=2)[CH2:19]1, predict the reactants needed to synthesize it. The reactants are: [NH2:1][C:2]1[N:3]=[C:4]([N:18]2[CH2:22][CH2:21][C@@H:20]([NH:23]C(=O)OC(C)(C)C)[CH2:19]2)[C:5]2[CH:10]=[C:9]([C:11]3[CH:16]=[CH:15][C:14]([F:17])=[CH:13][CH:12]=3)[S:8][C:6]=2[N:7]=1.FC(F)(F)C(O)=O. (6) Given the product [Cl:10][C:4]1[CH:3]=[C:2]([C:18]2[CH:17]=[CH:16][CH:15]=[C:14]([O:13][CH2:11][CH3:12])[CH:19]=2)[CH:8]=[C:7]([F:9])[C:5]=1[NH2:6], predict the reactants needed to synthesize it. The reactants are: Br[C:2]1[CH:8]=[C:7]([F:9])[C:5]([NH2:6])=[C:4]([Cl:10])[CH:3]=1.[CH2:11]([O:13][C:14]1[CH:15]=[C:16](B(O)O)[CH:17]=[CH:18][CH:19]=1)[CH3:12]. (7) Given the product [Br:1][C:2]1[CH:7]=[CH:6][C:5]([CH:8]([OH:13])[C:9]([F:11])([F:12])[F:10])=[CH:4][CH:3]=1, predict the reactants needed to synthesize it. The reactants are: [Br:1][C:2]1[CH:7]=[CH:6][C:5]([C:8](=[O:13])[C:9]([F:12])([F:11])[F:10])=[CH:4][CH:3]=1.[BH4-].[Na+].O. (8) Given the product [CH:36]([NH:39][C:25]([C:24]1[C:15]([NH:14][C:13]([C:12]2[N:8]([C:3]3[C:2]([Cl:1])=[CH:7][CH:6]=[CH:5][N:4]=3)[N:9]=[C:10]([C:28]([F:31])([F:29])[F:30])[CH:11]=2)=[O:26])=[CH:16][CH:17]=[C:18]2[C:23]=1[N:22]=[CH:21][CH:20]=[CH:19]2)=[O:27])([CH3:38])[CH3:37], predict the reactants needed to synthesize it. The reactants are: [Cl:1][C:2]1[C:3]([N:8]2[C:12]([C:13]3[O:26][C:25](=[O:27])[C:24]4[C:23]5[C:18](=[CH:19][CH:20]=[CH:21][N:22]=5)[CH:17]=[CH:16][C:15]=4[N:14]=3)=[CH:11][C:10]([C:28]([F:31])([F:30])[F:29])=[N:9]2)=[N:4][CH:5]=[CH:6][CH:7]=1.C(#N)C.O.[CH:36]([NH2:39])([CH3:38])[CH3:37]. (9) Given the product [CH:44]1([C:47]([N:29]2[CH2:30][CH2:31][C:20]3[C:21](=[N:22][C:23]([NH:24][CH:25]([CH3:27])[CH3:26])=[C:18]([N:15]4[CH2:14][CH2:13][CH:12]([O:11][C:10]5[CH:32]=[CH:33][C:34]([F:36])=[CH:35][C:9]=5[F:8])[CH2:17][CH2:16]4)[N:19]=3)[CH2:28]2)=[O:48])[CH2:46][CH2:45]1, predict the reactants needed to synthesize it. The reactants are: OC(C(F)(F)F)=O.[F:8][C:9]1[CH:35]=[C:34]([F:36])[CH:33]=[CH:32][C:10]=1[O:11][CH:12]1[CH2:17][CH2:16][N:15]([C:18]2[N:19]=[C:20]3[CH2:31][CH2:30][NH:29][CH2:28][C:21]3=[N:22][C:23]=2[NH:24][CH:25]([CH3:27])[CH3:26])[CH2:14][CH2:13]1.C(N(CC)CC)C.[CH:44]1([C:47](Cl)=[O:48])[CH2:46][CH2:45]1.